This data is from Full USPTO retrosynthesis dataset with 1.9M reactions from patents (1976-2016). The task is: Predict the reactants needed to synthesize the given product. (1) Given the product [C:52]([O:51][C:49]([N:44]1[CH2:43][CH2:42][C:41]2[C:46](=[CH:47][CH:48]=[C:39]([NH:38][C:26]([NH:6][CH2:7][C:8]3[CH:9]=[C:10]4[C:14](=[CH:15][CH:16]=3)[C:13](=[O:17])[N:12]([CH:18]3[CH2:23][CH2:22][C:21](=[O:24])[NH:20][C:19]3=[O:25])[CH2:11]4)=[O:27])[CH:40]=2)[CH2:45]1)=[O:50])([CH3:55])([CH3:54])[CH3:53], predict the reactants needed to synthesize it. The reactants are: CS(O)(=O)=O.[NH2:6][CH2:7][C:8]1[CH:9]=[C:10]2[C:14](=[CH:15][CH:16]=1)[C:13](=[O:17])[N:12]([CH:18]1[CH2:23][CH2:22][C:21](=[O:24])[NH:20][C:19]1=[O:25])[CH2:11]2.[C:26](N1C=CN=C1)(N1C=CN=C1)=[O:27].[NH2:38][C:39]1[CH:40]=[C:41]2[C:46](=[CH:47][CH:48]=1)[CH2:45][N:44]([C:49]([O:51][C:52]([CH3:55])([CH3:54])[CH3:53])=[O:50])[CH2:43][CH2:42]2.O. (2) The reactants are: [C:1]([CH:4]=[N:5][C:6]([O:8][Si:9]([CH3:12])([CH3:11])[CH3:10])=[CH2:7])([CH3:3])=[CH2:2].[Br:13][C:14]1[CH:22]=[C:21]2[C:17](/[C:18](=[CH:32]/[C:33]3[CH:38]=[CH:37][CH:36]=[C:35]([Cl:39])[CH:34]=3)/[C:19](=[O:31])[N:20]2[CH2:23][O:24][CH2:25][CH2:26][Si](C)(C)C)=[CH:16][CH:15]=1.CO. Given the product [Br:13][C:14]1[CH:22]=[C:21]2[NH:20][C:19](=[O:31])[C:18]3([CH:32]([C:33]4[CH:38]=[CH:37][CH:36]=[C:35]([Cl:39])[CH:34]=4)[CH2:7][C:6](=[O:8])[NH:5][CH:4]3[C:1]([CH3:3])=[CH2:2])[C:17]2=[CH:16][CH:15]=1.[CH3:23][O:24][CH:25]([Si:9]([CH3:10])([CH3:11])[CH3:12])[CH3:26], predict the reactants needed to synthesize it. (3) Given the product [Cl:1][C:2]1[CH:7]=[C:6]([CH:8]([OH:9])[CH3:12])[CH:5]=[C:4]([Cl:10])[C:3]=1[OH:11], predict the reactants needed to synthesize it. The reactants are: [Cl:1][C:2]1[CH:7]=[C:6]([CH2:8][OH:9])[CH:5]=[C:4]([Cl:10])[C:3]=1[OH:11].[CH3:12][Mg+].[Br-].[NH4+].[Cl-].O. (4) Given the product [CH2:15]([N:22]1[CH2:23][CH2:24][O:25][CH2:26][C:27]1([CH2:29][OH:30])[CH3:28])[C:16]1[CH:17]=[CH:18][CH:19]=[CH:20][CH:21]=1, predict the reactants needed to synthesize it. The reactants are: [H-].COCCO[Al+]OCCOC.[Na+].[H-].[CH2:15]([N:22]1[C:27]([CH2:29][OH:30])([CH3:28])[CH2:26][O:25][CH2:24][C:23]1=O)[C:16]1[CH:21]=[CH:20][CH:19]=[CH:18][CH:17]=1.C(O)C.[OH-].[Na+]. (5) Given the product [CH3:46][S:47]([OH:50])(=[O:49])=[O:48].[CH3:46][S:47]([OH:50])(=[O:49])=[O:48].[CH3:12][O:11][C:7]1[CH:6]=[C:5]([C:13]2[CH:18]=[CH:17][C:16]([N:19]([CH3:45])[CH2:20][C:21]([CH3:43])([CH3:44])[CH2:22][N:23]([C:25]3[CH:26]=[CH:27][C:28]([C:31]4[CH:32]=[C:33]([O:41][CH3:42])[C:34]([O:39][CH3:40])=[C:35]([O:37][CH3:38])[CH:36]=4)=[N:29][CH:30]=3)[CH3:24])=[CH:15][N:14]=2)[CH:4]=[C:3]([O:2][CH3:1])[C:8]=1[O:9][CH3:10], predict the reactants needed to synthesize it. The reactants are: [CH3:1][O:2][C:3]1[CH:4]=[C:5]([C:13]2[CH:18]=[CH:17][C:16]([N:19]([CH3:45])[CH2:20][C:21]([CH3:44])([CH3:43])[CH2:22][N:23]([C:25]3[CH:26]=[CH:27][C:28]([C:31]4[CH:36]=[C:35]([O:37][CH3:38])[C:34]([O:39][CH3:40])=[C:33]([O:41][CH3:42])[CH:32]=4)=[N:29][CH:30]=3)[CH3:24])=[CH:15][N:14]=2)[CH:6]=[C:7]([O:11][CH3:12])[C:8]=1[O:9][CH3:10].[CH3:46][S:47]([OH:50])(=[O:49])=[O:48]. (6) Given the product [Cl:42][C:38]1[CH:39]=[CH:40][CH:41]=[C:2]([Cl:1])[C:3]=1[CH2:4][C:5]1[N:15]=[C:14]([NH:16][C:17]2[CH:18]=[C:19]([F:37])[C:20]([N:24]3[CH2:25][CH2:26][NH:27][CH2:28][CH2:29]3)=[CH:21][C:22]=2[F:23])[C:8]2[C:9](=[O:13])[NH:10][N:11]=[CH:12][C:7]=2[CH:6]=1, predict the reactants needed to synthesize it. The reactants are: [Cl:1][C:2]1[CH:41]=[CH:40][CH:39]=[C:38]([Cl:42])[C:3]=1[CH2:4][C:5]1[N:15]=[C:14]([NH:16][C:17]2[C:22]([F:23])=[CH:21][C:20]([N:24]3[CH2:29][CH2:28][N:27](C(OC(C)(C)C)=O)[CH2:26][CH2:25]3)=[C:19]([F:37])[CH:18]=2)[C:8]2[C:9](=[O:13])[NH:10][N:11]=[CH:12][C:7]=2[CH:6]=1.FC(F)(F)C(O)=O. (7) Given the product [Br:3][C:12]1[C:11]([N+:18]([O-:20])=[O:19])=[C:10]([C:21]([F:24])([F:23])[F:22])[C:9]2[C:14](=[CH:15][CH:16]=[C:7]([Cl:6])[CH:8]=2)[N:13]=1, predict the reactants needed to synthesize it. The reactants are: P(Br)(Br)([Br:3])=O.[Cl:6][C:7]1[CH:8]=[C:9]2[C:14](=[CH:15][CH:16]=1)[N+:13]([O-])=[CH:12][C:11]([N+:18]([O-:20])=[O:19])=[C:10]2[C:21]([F:24])([F:23])[F:22]. (8) Given the product [CH3:1][N:2]([CH3:27])[CH2:3][CH2:4][N:5]1[C:9]2[N:10]=[C:11]([C:20]3[CH:26]=[CH:25][C:23]([NH:24][C:32]([NH:45][CH2:44][CH2:43][CH2:42][N:41]([CH3:46])[CH3:40])=[O:38])=[CH:22][CH:21]=3)[N:12]=[C:13]([N:14]3[CH2:15][CH2:16][O:17][CH2:18][CH2:19]3)[C:8]=2[CH:7]=[CH:6]1, predict the reactants needed to synthesize it. The reactants are: [CH3:1][N:2]([CH3:27])[CH2:3][CH2:4][N:5]1[C:9]2[N:10]=[C:11]([C:20]3[CH:26]=[CH:25][C:23]([NH2:24])=[CH:22][CH:21]=3)[N:12]=[C:13]([N:14]3[CH2:19][CH2:18][O:17][CH2:16][CH2:15]3)[C:8]=2[CH:7]=[CH:6]1.ClC(Cl)(O[C:32](=[O:38])OC(Cl)(Cl)Cl)Cl.[CH3:40][N:41]([CH3:46])[CH2:42][CH2:43][CH2:44][NH2:45]. (9) Given the product [ClH:1].[CH2:14]([NH:13][CH2:18][CH2:2][O:5][C:6](=[O:12])[CH3:20])[CH3:15], predict the reactants needed to synthesize it. The reactants are: [Cl:1][C:2]([O:5][C:6](=[O:12])OC(Cl)(Cl)Cl)(Cl)Cl.[N:13]1[CH:18]=CC=[CH:15][CH:14]=1.O1CCC[CH2:20]1.